From a dataset of Forward reaction prediction with 1.9M reactions from USPTO patents (1976-2016). Predict the product of the given reaction. (1) Given the reactants [OH:1][C:2]1([C:20]2[CH:25]=[CH:24][CH:23]=[C:22]([O:26][CH3:27])[CH:21]=2)[CH2:19][CH:5]2[CH2:6][N:7](C(OCC3C=CC=CC=3)=O)[CH2:8][CH:4]2[CH2:3]1, predict the reaction product. The product is: [CH3:27][O:26][C:22]1[CH:21]=[C:20]([C:2]2([OH:1])[CH2:19][CH:5]3[CH2:6][NH:7][CH2:8][CH:4]3[CH2:3]2)[CH:25]=[CH:24][CH:23]=1. (2) The product is: [CH3:12][C@@H:11]([NH:13][CH2:14][CH2:15][CH2:16][C:17]1[CH:22]=[CH:21][CH:20]=[C:19]([C:23]([F:24])([F:25])[F:26])[CH:18]=1)[C:1]1[CH:2]=[CH:3][CH:4]=[C:5]2[CH:6]=[CH:7][CH:8]=[CH:9][C:10]=12. Given the reactants [C:1]1([C@H:11]([NH:13][CH2:14]/[CH:15]=[CH:16]/[C:17]2[CH:22]=[CH:21][CH:20]=[C:19]([C:23]([F:26])([F:25])[F:24])[CH:18]=2)[CH3:12])[C:10]2[C:5](=[CH:6][CH:7]=[CH:8][CH:9]=2)[CH:4]=[CH:3][CH:2]=1.[H][H], predict the reaction product.